This data is from TCR-epitope binding with 47,182 pairs between 192 epitopes and 23,139 TCRs. The task is: Binary Classification. Given a T-cell receptor sequence (or CDR3 region) and an epitope sequence, predict whether binding occurs between them. (1) The epitope is ILHCANFNV. The TCR CDR3 sequence is CASSLVLAGGRKQFF. Result: 0 (the TCR does not bind to the epitope). (2) The epitope is KAFSPEVIPMF. The TCR CDR3 sequence is CASRVGVSYEQYF. Result: 0 (the TCR does not bind to the epitope). (3) The epitope is SFHSLHLLF. The TCR CDR3 sequence is CASSPDRVKTQYF. Result: 1 (the TCR binds to the epitope).